This data is from Catalyst prediction with 721,799 reactions and 888 catalyst types from USPTO. The task is: Predict which catalyst facilitates the given reaction. (1) Reactant: [CH3:1][O:2][C:3]([C:5]1[N:6]=[CH:7][C:8]2[C:13]([C:14]=1[OH:15])=[CH:12][CH:11]=[C:10]([Br:16])[CH:9]=2)=[O:4].C([O-])([O-])=O.[K+].[K+].[CH:23]1[CH:28]=[CH:27][C:26]([CH2:29]Br)=[CH:25][CH:24]=1. Product: [CH2:29]([O:15][C:14]1[C:13]2[C:8](=[CH:9][C:10]([Br:16])=[CH:11][CH:12]=2)[CH:7]=[N:6][C:5]=1[C:3]([O:2][CH3:1])=[O:4])[C:26]1[CH:27]=[CH:28][CH:23]=[CH:24][CH:25]=1. The catalyst class is: 173. (2) Reactant: [O:1]=[C:2]([N:10]1[CH2:14][CH2:13][CH2:12][CH:11]1[C:15]([O-:17])=[O:16])[C:3](=[O:9])[C:4]([CH3:8])([CH3:7])[CH2:5][CH3:6].[Li+].[OH-].CO.Cl. Product: [O:1]=[C:2]([N:10]1[CH2:14][CH2:13][CH2:12][C@H:11]1[C:15]([OH:17])=[O:16])[C:3](=[O:9])[C:4]([CH3:7])([CH3:8])[CH2:5][CH3:6]. The catalyst class is: 6. (3) Reactant: [F:1][C:2]([F:36])([F:35])[C:3]1[CH:8]=[CH:7][C:6]([C:9]2[CH:10]=[C:11]([CH:32]=[CH:33][CH:34]=2)[CH2:12][O:13][C:14]2[CH:19]=[CH:18][C:17]([C@@H:20]([C:26]3[CH:30]=[C:29]([CH3:31])[O:28][N:27]=3)[CH2:21][C:22]([O:24]C)=[O:23])=[CH:16][CH:15]=2)=[CH:5][CH:4]=1.[OH-].[Na+].Cl. Product: [F:36][C:2]([F:1])([F:35])[C:3]1[CH:4]=[CH:5][C:6]([C:9]2[CH:10]=[C:11]([CH:32]=[CH:33][CH:34]=2)[CH2:12][O:13][C:14]2[CH:15]=[CH:16][C:17]([C@@H:20]([C:26]3[CH:30]=[C:29]([CH3:31])[O:28][N:27]=3)[CH2:21][C:22]([OH:24])=[O:23])=[CH:18][CH:19]=2)=[CH:7][CH:8]=1. The catalyst class is: 36.